Dataset: Forward reaction prediction with 1.9M reactions from USPTO patents (1976-2016). Task: Predict the product of the given reaction. (1) Given the reactants Br[C:2]1[CH:7]=[CH:6][C:5]([C:8]([N:10]2[CH2:15][CH2:14][N:13]([C:16]3[C:21]([CH3:22])=[CH:20][C:19]([CH3:23])=[CH:18][N:17]=3)[CH2:12][CH2:11]2)=[O:9])=[CH:4][CH:3]=1.[C:24]([N:27]1[CH2:31][CH2:30][NH:29][C:28]1=[O:32])(=[O:26])[CH3:25], predict the reaction product. The product is: [C:24]([N:27]1[CH2:31][CH2:30][N:29]([C:2]2[CH:7]=[CH:6][C:5]([C:8]([N:10]3[CH2:15][CH2:14][N:13]([C:16]4[C:21]([CH3:22])=[CH:20][C:19]([CH3:23])=[CH:18][N:17]=4)[CH2:12][CH2:11]3)=[O:9])=[CH:4][CH:3]=2)[C:28]1=[O:32])(=[O:26])[CH3:25]. (2) Given the reactants [N:1]1([CH:6]2[CH2:11][CH2:10][NH:9][CH2:8][CH2:7]2)[CH2:5][CH2:4][CH2:3][CH2:2]1.[S:12](N)([NH2:15])(=[O:14])=[O:13], predict the reaction product. The product is: [N:1]1([CH:6]2[CH2:11][CH2:10][N:9]([S:12]([NH2:15])(=[O:14])=[O:13])[CH2:8][CH2:7]2)[CH2:5][CH2:4][CH2:3][CH2:2]1. (3) Given the reactants [F:1][C:2]([F:11])([F:10])[C:3]1[CH:7]=[C:6]([CH2:8][NH2:9])[NH:5][N:4]=1.[CH3:12][C:13]([O:16][C:17](O[C:17]([O:16][C:13]([CH3:15])([CH3:14])[CH3:12])=[O:18])=[O:18])([CH3:15])[CH3:14].C(OCC)(=O)C.CCCCCC.O, predict the reaction product. The product is: [F:11][C:2]([F:1])([F:10])[C:3]1[CH:7]=[C:6]([CH2:8][NH:9][C:17](=[O:18])[O:16][C:13]([CH3:15])([CH3:14])[CH3:12])[NH:5][N:4]=1. (4) Given the reactants [C:1]([O:5][C:6]([CH:8]1[CH2:12][CH2:11][CH2:10][N:9]1[C:13](=[O:30])[CH:14]([NH:19][C:20]([O:22]CC1C=CC=CC=1)=O)[C:15]([CH3:18])([CH3:17])[CH3:16])=[O:7])([CH3:4])([CH3:3])[CH3:2].[NH2:31][C:32]1[CH:40]=[CH:39][C:35](C(O)=O)=[CH:34][C:33]=1[Cl:41].CCN(C(C)C)C(C)C.C(Cl)CCl, predict the reaction product. The product is: [C:1]([O:5][C:6]([CH:8]1[CH2:12][CH2:11][CH2:10][N:9]1[C:13](=[O:30])[CH:14]([NH:19][C:20](=[O:22])[C:35]1[CH:39]=[CH:40][C:32]([NH2:31])=[C:33]([Cl:41])[CH:34]=1)[C:15]([CH3:17])([CH3:18])[CH3:16])=[O:7])([CH3:4])([CH3:2])[CH3:3]. (5) Given the reactants [Br:1][C:2]1[CH:3]=[N:4][C:5]2[N:6]([N:8]=[C:9]([C:11]([OH:13])=O)[CH:10]=2)[CH:7]=1.[S:14]1[C:23]2[CH2:22][CH2:21][NH:20][CH2:19][CH2:18][C:17]=2[NH:16][C:15]1=[O:24], predict the reaction product. The product is: [Br:1][C:2]1[CH:3]=[N:4][C:5]2[N:6]([N:8]=[C:9]([C:11]([N:20]3[CH2:21][CH2:22][C:23]4[S:14][C:15](=[O:24])[NH:16][C:17]=4[CH2:18][CH2:19]3)=[O:13])[CH:10]=2)[CH:7]=1. (6) Given the reactants [C:1]([C:3]1[N:7]2[N:8]=[C:9]([C:12]3[CH:20]=[CH:19][C:15]([C:16]([OH:18])=O)=[CH:14][CH:13]=3)[CH:10]=[CH:11][C:6]2=[N:5][CH:4]=1)#[CH:2].[CH3:21][N:22]1[CH2:27][CH2:26][NH:25][CH2:24][CH2:23]1.CN(C(ON1N=NC2C=CC=CC1=2)=[N+](C)C)C.F[P-](F)(F)(F)(F)F.C1C=CC2N(O)N=NC=2C=1.CCN(C(C)C)C(C)C, predict the reaction product. The product is: [C:1]([C:3]1[N:7]2[N:8]=[C:9]([C:12]3[CH:13]=[CH:14][C:15]([C:16]([N:25]4[CH2:26][CH2:27][N:22]([CH3:21])[CH2:23][CH2:24]4)=[O:18])=[CH:19][CH:20]=3)[CH:10]=[CH:11][C:6]2=[N:5][CH:4]=1)#[CH:2]. (7) Given the reactants C(Cl)(=O)C(Cl)=O.[Cl:7][C:8]1[N:13]=[CH:12][C:11]([C:14](O)=O)=[CH:10][CH:9]=1.C[N:18](C=O)C.N1C(Cl)=NC(Cl)=NC=1Cl, predict the reaction product. The product is: [Cl:7][C:8]1[N:13]=[CH:12][C:11]([C:14]#[N:18])=[CH:10][CH:9]=1.